This data is from Catalyst prediction with 721,799 reactions and 888 catalyst types from USPTO. The task is: Predict which catalyst facilitates the given reaction. (1) Reactant: [C:1]([O:5][C:6]([N:8]1[CH2:13][CH2:12][CH:11]([C:14]([OH:16])=[O:15])[CH2:10][CH2:9]1)=[O:7])([CH3:4])([CH3:3])[CH3:2].[CH2:17](O)[C:18]1[CH:23]=[CH:22][CH:21]=[CH:20][CH:19]=1.CN(C1C=CC=CN=1)C.C1(N=C=NC2CCCCC2)CCCCC1. Product: [C:1]([O:5][C:6]([N:8]1[CH2:13][CH2:12][CH:11]([C:14]([O:16][CH2:17][C:18]2[CH:23]=[CH:22][CH:21]=[CH:20][CH:19]=2)=[O:15])[CH2:10][CH2:9]1)=[O:7])([CH3:4])([CH3:2])[CH3:3]. The catalyst class is: 4. (2) Reactant: [C:1]([N:4]([C@H:22]1[C:31]2[C:26](=[CH:27][CH:28]=[CH:29][CH:30]=2)[N:25]([C:32](=[O:41])[C:33]2[CH:38]=[CH:37][C:36]([O:39][CH3:40])=[CH:35][CH:34]=2)[C@@H:24]([CH3:42])[CH2:23]1)[C:5]1[CH:10]=[CH:9][C:8]([NH:11]C(=O)OCC2C=CC=CC=2)=[CH:7][CH:6]=1)(=[O:3])[CH3:2]. Product: [NH2:11][C:8]1[CH:9]=[CH:10][C:5]([N:4]([C@H:22]2[C:31]3[C:26](=[CH:27][CH:28]=[CH:29][CH:30]=3)[N:25]([C:32](=[O:41])[C:33]3[CH:34]=[CH:35][C:36]([O:39][CH3:40])=[CH:37][CH:38]=3)[C@@H:24]([CH3:42])[CH2:23]2)[C:1](=[O:3])[CH3:2])=[CH:6][CH:7]=1. The catalyst class is: 19. (3) Reactant: [CH2:1]([NH:4][C:5]([NH:7][CH:8]1[CH2:13][CH2:12][O:11][CH2:10][CH2:9]1)=[O:6])[C:2]#[CH:3].[H-].[Na+]. Product: [CH3:3][CH:2]1[N:7]([CH:8]2[CH2:9][CH2:10][O:11][CH2:12][CH2:13]2)[C:5](=[O:6])[NH:4][CH2:1]1. The catalyst class is: 1. (4) Reactant: [CH3:1][O:2][C:3]1[CH:4]=[C:5]2[C:10](=[CH:11][C:12]=1[O:13][CH3:14])[N:9]=[CH:8][N:7]=[C:6]2[O:15][C:16]1[CH:22]=[CH:21][C:19]([NH2:20])=[C:18]([O:23][CH3:24])[CH:17]=1.Cl[C:26](Cl)([O:28][C:29](=[O:35])OC(Cl)(Cl)Cl)Cl.[CH:37]1(O)[CH2:42][CH2:41]C[CH2:39][CH2:38]1.C(=O)(O)[O-].[Na+]. Product: [CH3:1][O:2][C:3]1[CH:4]=[C:5]2[C:10](=[CH:11][C:12]=1[O:13][CH3:14])[N:9]=[CH:8][N:7]=[C:6]2[O:15][C:16]1[CH:22]=[CH:21][C:19]([NH:20][C:29](=[O:35])[O:28][CH:26]2[CH2:41][CH2:42][CH2:37][CH2:38][CH2:39]2)=[C:18]([O:23][CH3:24])[CH:17]=1. The catalyst class is: 208. (5) Reactant: [C:1]([O:5][C:6](=[O:20])[CH2:7][CH2:8][S:9][CH2:10][C:11]1[CH:12]=[C:13]([CH:17]=[CH:18][CH:19]=1)[C:14]([OH:16])=O)([CH3:4])([CH3:3])[CH3:2].CCN=C=NCCCN(C)C.Cl.[F:33][C:34]([F:66])([F:65])[C:35]1[CH:36]=[C:37]([CH:62]=[CH:63][CH:64]=1)[CH2:38][NH:39][C:40](=[O:61])[C:41]1[CH:46]=[CH:45][N:44]=[C:43]([C:47]2[CH:52]=[C:51]([N:53]([CH2:57][CH2:58][CH3:59])[CH2:54][CH2:55][CH3:56])[CH:50]=[CH:49][C:48]=2[NH2:60])[CH:42]=1. Product: [F:65][C:34]([F:33])([F:66])[C:35]1[CH:36]=[C:37]([CH:62]=[CH:63][CH:64]=1)[CH2:38][NH:39][C:40]([C:41]1[CH:46]=[CH:45][N:44]=[C:43]([C:47]2[CH:52]=[C:51]([N:53]([CH2:54][CH2:55][CH3:56])[CH2:57][CH2:58][CH3:59])[CH:50]=[CH:49][C:48]=2[NH:60][C:14]([C:13]2[CH:12]=[C:11]([CH:19]=[CH:18][CH:17]=2)[CH2:10][S:9][CH2:8][CH2:7][C:6]([O:5][C:1]([CH3:2])([CH3:3])[CH3:4])=[O:20])=[O:16])[CH:42]=1)=[O:61]. The catalyst class is: 112. (6) Reactant: [CH2:1]([O:3][C:4]1[CH:5]=[C:6]([NH:11][C:12]2[CH:17]=[CH:16][CH:15]=[CH:14][N:13]=2)[C:7]([NH2:10])=[CH:8][CH:9]=1)[CH3:2].[CH3:18][C:19]1[O:23][N:22]=[C:21]([NH:24][C:25](=O)[O:26]C2C=CC=CC=2)[CH:20]=1. Product: [CH2:1]([O:3][C:4]1[CH:9]=[CH:8][C:7]([NH:10][C:25]([NH:24][C:21]2[CH:20]=[C:19]([CH3:18])[O:23][N:22]=2)=[O:26])=[C:6]([NH:11][C:12]2[CH:17]=[CH:16][CH:15]=[CH:14][N:13]=2)[CH:5]=1)[CH3:2]. The catalyst class is: 1. (7) Reactant: [CH:1]1(C(O)=O)[CH2:4][CH2:3][CH2:2]1.C1(P(N=[N+]=[N-])(C2C=CC=CC=2)=[O:15])C=CC=CC=1.C([N:27]([CH2:30]C)CC)C.[NH2:32][C:33]1[C:34]([OH:44])=[C:35]([S:40]([NH2:43])(=[O:42])=[O:41])[C:36]([Cl:39])=[CH:37][CH:38]=1. Product: [NH2:43][S:40]([C:35]1[C:34]([OH:44])=[C:33]([NH:32][C:30]([NH:27][CH:1]2[CH2:2][CH2:3][CH2:4]2)=[O:15])[CH:38]=[CH:37][C:36]=1[Cl:39])(=[O:42])=[O:41]. The catalyst class is: 9. (8) Reactant: CCN(C(C)C)C(C)C.[Br:10][C:11]1[CH:19]=[CH:18][CH:17]=[CH:16][C:12]=1[C:13]([OH:15])=O.CCN=C=NCCCN(C)C.C1C=CC2N(O)N=NC=2C=1.[C:41]([O:45][C:46]([N:48]1[CH2:54][CH2:53][CH2:52][NH:51][CH2:50][CH2:49]1)=[O:47])([CH3:44])([CH3:43])[CH3:42]. The catalyst class is: 18. Product: [C:41]([O:45][C:46]([N:48]1[CH2:54][CH2:53][CH2:52][N:51]([C:13](=[O:15])[C:12]2[CH:16]=[CH:17][CH:18]=[CH:19][C:11]=2[Br:10])[CH2:50][CH2:49]1)=[O:47])([CH3:44])([CH3:42])[CH3:43]. (9) Reactant: Cl.[NH2:2][C@@H:3]([CH2:7][CH:8]1[CH2:13][CH2:12][CH2:11][CH2:10][CH2:9]1)[C:4]([OH:6])=[O:5].[CH3:14][C:15]([O:18][C:19](O[C:19]([O:18][C:15]([CH3:17])([CH3:16])[CH3:14])=[O:20])=[O:20])([CH3:17])[CH3:16]. Product: [C:15]([O:18][C:19]([NH:2][C@@H:3]([CH2:7][CH:8]1[CH2:13][CH2:12][CH2:11][CH2:10][CH2:9]1)[C:4]([OH:6])=[O:5])=[O:20])([CH3:17])([CH3:16])[CH3:14]. The catalyst class is: 821. (10) The catalyst class is: 36. Product: [C:10]([C:8]1[CH:7]=[C:6]([C:16]2[O:20][N:19]=[C:18]([C:21]3[CH:29]=[CH:28][C:27]4[NH:26][C:25]5[CH:30]([CH2:33][C:34]([OH:36])=[O:35])[CH2:31][CH2:32][C:24]=5[C:23]=4[CH:22]=3)[N:17]=2)[CH:5]=[C:4]([O:3][C:2]([F:39])([F:40])[F:1])[CH:9]=1)#[CH:11]. Reactant: [F:1][C:2]([F:40])([F:39])[O:3][C:4]1[CH:5]=[C:6]([C:16]2[O:20][N:19]=[C:18]([C:21]3[CH:29]=[CH:28][C:27]4[NH:26][C:25]5[CH:30]([CH2:33][C:34]([O:36]CC)=[O:35])[CH2:31][CH2:32][C:24]=5[C:23]=4[CH:22]=3)[N:17]=2)[CH:7]=[C:8]([C:10]#[C:11][Si](C)(C)C)[CH:9]=1.[OH-].[Na+].